From a dataset of Full USPTO retrosynthesis dataset with 1.9M reactions from patents (1976-2016). Predict the reactants needed to synthesize the given product. (1) Given the product [Cl:23][C:24]1[CH:29]=[CH:28][CH:27]=[CH:26][C:25]=1[C:18]1[CH:19]=[CH:20][C:15]([C:14]([NH:13][CH2:12][CH2:11][C:5]2[C:4]3[C:8](=[CH:9][CH:10]=[C:2]([Cl:1])[CH:3]=3)[NH:7][CH:6]=2)=[O:22])=[CH:16][CH:17]=1, predict the reactants needed to synthesize it. The reactants are: [Cl:1][C:2]1[CH:3]=[C:4]2[C:8](=[CH:9][CH:10]=1)[NH:7][CH:6]=[C:5]2[CH2:11][CH2:12][NH:13][C:14](=[O:22])[C:15]1[CH:20]=[CH:19][C:18](I)=[CH:17][CH:16]=1.[Cl:23][C:24]1[CH:29]=[CH:28][CH:27]=[CH:26][C:25]=1B(O)O.C(=O)([O-])[O-].[Na+].[Na+]. (2) The reactants are: [NH2:1][C:2]1[O:6][N:5]=[C:4]([CH3:7])[C:3]=1[Br:8].[Cl:9][C:10]1[CH:23]=[CH:22][C:13]2[S:14][C:15]([S:18](Cl)(=[O:20])=[O:19])=[C:16]([CH3:17])[C:12]=2[CH:11]=1. Given the product [Br:8][C:3]1[C:4]([CH3:7])=[N:5][O:6][C:2]=1[NH:1][S:18]([C:15]1[S:14][C:13]2[CH:22]=[CH:23][C:10]([Cl:9])=[CH:11][C:12]=2[C:16]=1[CH3:17])(=[O:20])=[O:19], predict the reactants needed to synthesize it.